Dataset: Reaction yield outcomes from USPTO patents with 853,638 reactions. Task: Predict the reaction yield, written as a fraction of the theoretical maximum amount of product (1.0 means a 100% yield; for example, 0.34 means a 34% yield). (1) The reactants are [Cl:1][C:2]1[CH:3]=[CH:4][C:5]([CH3:8])=[N:6][CH:7]=1.[Br:9]N1C(=O)CCC1=O.N(C(C)(C)C#N)=NC(C)(C)C#N. The catalyst is C(Cl)(Cl)(Cl)Cl. The product is [Br:9][CH2:8][C:5]1[CH:4]=[CH:3][C:2]([Cl:1])=[CH:7][N:6]=1. The yield is 0.600. (2) The product is [C:12]1([C:11]2[C:2]([C:23]3[CH:24]=[CH:25][C:20]([CH:18]=[O:19])=[CH:21][CH:22]=3)=[N:3][C:4]3[C:9]([CH:10]=2)=[CH:8][CH:7]=[CH:6][N:5]=3)[CH:17]=[CH:16][CH:15]=[CH:14][CH:13]=1. The yield is 0.600. The reactants are Cl[C:2]1[C:11]([C:12]2[CH:17]=[CH:16][CH:15]=[CH:14][CH:13]=2)=[CH:10][C:9]2[C:4](=[N:5][CH:6]=[CH:7][CH:8]=2)[N:3]=1.[CH:18]([C:20]1[CH:25]=[CH:24][C:23](B(O)O)=[CH:22][CH:21]=1)=[O:19].C([O-])([O-])=O.[Na+].[Na+]. The catalyst is O1CCOCC1.C1C=CC([P]([Pd]([P](C2C=CC=CC=2)(C2C=CC=CC=2)C2C=CC=CC=2)([P](C2C=CC=CC=2)(C2C=CC=CC=2)C2C=CC=CC=2)[P](C2C=CC=CC=2)(C2C=CC=CC=2)C2C=CC=CC=2)(C2C=CC=CC=2)C2C=CC=CC=2)=CC=1. (3) The reactants are [N:1]([C:4]1[CH:11]=[CH:10][C:7]([C:8]#[N:9])=[C:6]([C:12]([F:15])([F:14])[F:13])[CH:5]=1)=[C:2]=[S:3].[C:16]([C:18]1([NH:23][C:24]2[CH:31]=[CH:30][C:27]([C:28]#[N:29])=[C:26]([F:32])[CH:25]=2)[CH2:22][CH2:21][CH2:20][CH2:19]1)#N.C[OH:34].Cl. The catalyst is CN(C=O)C.O. The product is [C:28]([C:27]1[CH:30]=[CH:31][C:24]([N:23]2[C:18]3([CH2:22][CH2:21][CH2:20][CH2:19]3)[C:16](=[O:34])[N:1]([C:4]3[CH:11]=[CH:10][C:7]([C:8]#[N:9])=[C:6]([C:12]([F:13])([F:15])[F:14])[CH:5]=3)[C:2]2=[S:3])=[CH:25][C:26]=1[F:32])#[N:29]. The yield is 0.0700. (4) The reactants are Cl.[N:2]1([C:7]2[CH:35]=[CH:34][C:10]([CH2:11][CH:12]([NH:24][S:25]([C:28]3[CH:29]=[N:30][CH:31]=[CH:32][CH:33]=3)(=[O:27])=[O:26])[C:13]3[N:18]=[C:17]([NH:19][CH2:20][C:21]([OH:23])=[O:22])[CH:16]=[CH:15][CH:14]=3)=[CH:9][CH:8]=2)[CH:6]=[CH:5][CH:4]=[N:3]1.N1C=C[CH:39]=[CH:38][C:37]=1S(C(NCC1C=CC(C2SC=CN=2)=CC=1)C1N=C(NCC(O)=O)C=CC=1)(=O)=O. The catalyst is C(O)(C)C. The product is [N:2]1([C:7]2[CH:8]=[CH:9][C:10]([CH2:11][CH:12]([NH:24][S:25]([C:28]3[CH:29]=[N:30][CH:31]=[CH:32][CH:33]=3)(=[O:27])=[O:26])[C:13]3[N:18]=[C:17]([NH:19][CH2:20][C:21]([O:23][CH:38]([CH3:39])[CH3:37])=[O:22])[CH:16]=[CH:15][CH:14]=3)=[CH:34][CH:35]=2)[CH:6]=[CH:5][CH:4]=[N:3]1. The yield is 0.900. (5) The reactants are [Br:1][C:2]1[C:7]([Cl:8])=[CH:6][N:5]=[C:4]([C:9]2[S:13][C:12]([S:14](Cl)(=[O:16])=[O:15])=[CH:11][CH:10]=2)[N:3]=1.[NH:18]([C:20]([O:22][C:23]([CH3:26])([CH3:25])[CH3:24])=[O:21])[NH2:19].CCN(C(C)C)C(C)C. The catalyst is C(Cl)Cl. The product is [Br:1][C:2]1[C:7]([Cl:8])=[CH:6][N:5]=[C:4]([C:9]2[S:13][C:12]([S:14]([NH:19][NH:18][C:20]([O:22][C:23]([CH3:26])([CH3:25])[CH3:24])=[O:21])(=[O:16])=[O:15])=[CH:11][CH:10]=2)[N:3]=1. The yield is 0.850.